Task: Regression. Given a peptide amino acid sequence and an MHC pseudo amino acid sequence, predict their binding affinity value. This is MHC class I binding data.. Dataset: Peptide-MHC class I binding affinity with 185,985 pairs from IEDB/IMGT (1) The peptide sequence is HSATGFKQSSK. The MHC is HLA-A11:01 with pseudo-sequence HLA-A11:01. The binding affinity (normalized) is 0.554. (2) The peptide sequence is CTSSIQYHR. The MHC is HLA-A68:23 with pseudo-sequence HLA-A68:23. The binding affinity (normalized) is 0.872. (3) The peptide sequence is VLKLRFWLI. The MHC is HLA-B07:02 with pseudo-sequence HLA-B07:02. The binding affinity (normalized) is 0.0847. (4) The MHC is HLA-B57:01 with pseudo-sequence HLA-B57:01. The peptide sequence is SLMSRVVYK. The binding affinity (normalized) is 0.0847. (5) The peptide sequence is FIQWTGGNIR. The MHC is HLA-A11:01 with pseudo-sequence HLA-A11:01. The binding affinity (normalized) is 0.0761. (6) The peptide sequence is FRQVCHTTVP. The MHC is Mamu-B03 with pseudo-sequence Mamu-B03. The binding affinity (normalized) is 0.357. (7) The peptide sequence is QYIFTGQPL. The MHC is HLA-A23:01 with pseudo-sequence HLA-A23:01. The binding affinity (normalized) is 0.480.